This data is from Full USPTO retrosynthesis dataset with 1.9M reactions from patents (1976-2016). The task is: Predict the reactants needed to synthesize the given product. (1) Given the product [C:25]([O:24][C:22]([N:19]1[CH2:20][CH2:21][CH:16]([C:13]2[NH:2][C:3](=[O:12])[C:4]3[C:5]([CH:11]=2)=[C:6]([CH3:10])[CH:7]=[CH:8][CH:9]=3)[CH2:17][CH2:18]1)=[O:23])([CH3:28])([CH3:26])[CH3:27], predict the reactants needed to synthesize it. The reactants are: C[N:2]([CH3:13])[C:3](=[O:12])[C:4]1[CH:9]=[CH:8][CH:7]=[C:6]([CH3:10])[C:5]=1[CH3:11].C([CH:16]1[CH2:21][CH2:20][N:19]([C:22]([O:24][C:25]([CH3:28])([CH3:27])[CH3:26])=[O:23])[CH2:18][CH2:17]1)#N. (2) Given the product [NH2:1][C:2]1[N:6]([C:7]2[CH:8]=[C:9]([CH:16]=[CH:17][C:18]=2[CH3:19])[C:10]([NH:12][CH:13]2[CH2:14][CH2:15]2)=[O:11])[N:5]=[CH:4][C:3]=1[C:20](=[O:35])[C:21]1[CH:26]=[CH:25][CH:24]=[C:23]([CH2:38][OH:39])[CH:22]=1, predict the reactants needed to synthesize it. The reactants are: [NH2:1][C:2]1[N:6]([C:7]2[CH:8]=[C:9]([CH:16]=[CH:17][C:18]=2[CH3:19])[C:10]([NH:12][CH:13]2[CH2:15][CH2:14]2)=[O:11])[N:5]=[CH:4][C:3]=1[C:20](=[O:35])[C:21]1[CH:26]=[CH:25][CH:24]=[C:23](OCC2C=CC=CC=2)[CH:22]=1.[H][H].[CH3:38][OH:39].